From a dataset of Reaction yield outcomes from USPTO patents with 853,638 reactions. Predict the reaction yield, written as a fraction of the theoretical maximum amount of product (1.0 means a 100% yield; for example, 0.34 means a 34% yield). (1) The reactants are [NH:1]1[CH:5]=[CH:4][CH:3]=[CH:2]1.[CH2:6](N)[C:7]1[CH:12]=[CH:11][CH:10]=[CH:9][CH:8]=1.[CH2:14](N(CC)CC)[CH3:15]. The catalyst is C1C=CC=CC=1. The product is [CH2:6]([N:1]1[CH:5]=[CH:4][CH:3]=[C:2]1[CH2:14][CH3:15])[C:7]1[CH:12]=[CH:11][CH:10]=[CH:9][CH:8]=1. The yield is 0.600. (2) The catalyst is ClCCl. The yield is 0.660. The product is [C:55](=[O:56])([O:57][C:58]1[CH:59]=[CH:60][C:61]([N+:64]([O-:66])=[O:65])=[CH:62][CH:63]=1)[O:24][CH2:23][CH2:22][CH2:21][C@H:20]([O:19][CH2:1][CH2:2][CH2:3][CH2:4][CH2:5][CH2:6][CH2:7][CH2:8][CH2:9][CH2:10][CH2:11][CH2:12][CH2:13][CH2:14][CH2:15][CH2:16][CH2:17][CH3:18])[CH2:25][O:26][CH2:27][CH2:28][CH2:29][CH2:30][CH2:31][CH2:32][CH2:33][CH2:34][CH2:35][CH2:36][CH2:37][CH2:38][CH2:39][CH2:40][CH2:41][CH2:42][CH2:43][CH3:44]. The reactants are [CH2:1]([O:19][C@H:20]([CH2:25][O:26][CH2:27][CH2:28][CH2:29][CH2:30][CH2:31][CH2:32][CH2:33][CH2:34][CH2:35][CH2:36][CH2:37][CH2:38][CH2:39][CH2:40][CH2:41][CH2:42][CH2:43][CH3:44])[CH2:21][CH2:22][CH2:23][OH:24])[CH2:2][CH2:3][CH2:4][CH2:5][CH2:6][CH2:7][CH2:8][CH2:9][CH2:10][CH2:11][CH2:12][CH2:13][CH2:14][CH2:15][CH2:16][CH2:17][CH3:18].CN(C)N1C=CC=CC1.Cl[C:55]([O:57][C:58]1[CH:63]=[CH:62][C:61]([N+:64]([O-:66])=[O:65])=[CH:60][CH:59]=1)=[O:56]. (3) The product is [F:34][C:31]1[CH:32]=[CH:33][C:28]([N:23]2[CH2:24][CH2:25][CH2:26][C@@H:22]2[C:10]2[CH:11]=[C:12]([C:18]([O:20][CH3:21])=[O:19])[CH:13]=[C:14]3[C:9]=2[O:8][C:7]([N:4]2[CH2:3][CH2:2][O:1][CH2:6][CH2:5]2)=[CH:16][C:15]3=[O:17])=[CH:29][CH:30]=1. No catalyst specified. The yield is 0.150. The reactants are [O:1]1[CH2:6][CH2:5][N:4]([C:7]2[O:8][C:9]3[C:14]([C:15](=[O:17])[CH:16]=2)=[CH:13][C:12]([C:18]([O:20][CH3:21])=[O:19])=[CH:11][C:10]=3[C@H:22]2[CH2:26][CH2:25][CH2:24][NH:23]2)[CH2:3][CH2:2]1.Br[C:28]1[CH:33]=[CH:32][C:31]([F:34])=[CH:30][CH:29]=1.